Dataset: Full USPTO retrosynthesis dataset with 1.9M reactions from patents (1976-2016). Task: Predict the reactants needed to synthesize the given product. (1) Given the product [N+:26]([CH:9]=[CH:8][C:7]1[CH:12]=[CH:13][CH:14]=[CH:5][CH:6]=1)([O-:28])=[O:27], predict the reactants needed to synthesize it. The reactants are: COCO[C:5]1[C:14](C)=[C:13](C)[C:12]2OC(C)(C)[CH2:9][CH2:8][C:7]=2[C:6]=1C=O.C([O-])(=O)C.[NH4+].[N+:26](C)([O-:28])=[O:27]. (2) Given the product [N:8]1([C:6]2[N:5]=[CH:4][N:3]=[C:2]([NH2:13])[CH:7]=2)[CH:12]=[N:11][CH:10]=[N:9]1, predict the reactants needed to synthesize it. The reactants are: Cl[C:2]1[CH:7]=[C:6]([N:8]2[CH:12]=[N:11][CH:10]=[N:9]2)[N:5]=[CH:4][N:3]=1.[NH3:13]. (3) Given the product [CH2:28]([C:4]1([C:7]([O:9][CH3:10])=[O:8])[CH2:3][CH2:2][N:1]([C:11]([O:13][C:14]([CH3:17])([CH3:16])[CH3:15])=[O:12])[CH2:6][CH2:5]1)[C:29]1[CH:34]=[CH:33][CH:32]=[CH:31][CH:30]=1, predict the reactants needed to synthesize it. The reactants are: [N:1]1([C:11]([O:13][C:14]([CH3:17])([CH3:16])[CH3:15])=[O:12])[CH2:6][CH2:5][CH:4]([C:7]([O:9][CH3:10])=[O:8])[CH2:3][CH2:2]1.C[Si]([N-][Si](C)(C)C)(C)C.[Na+].[CH2:28](Br)[C:29]1[CH:34]=[CH:33][CH:32]=[CH:31][CH:30]=1.